The task is: Predict the reactants needed to synthesize the given product.. This data is from Retrosynthesis with 50K atom-mapped reactions and 10 reaction types from USPTO. Given the product CC(C)(C)[Si](C)(C)OCCCCCCOCCO, predict the reactants needed to synthesize it. The reactants are: CC(C)(C)[Si](C)(C)OCCCCCCOCCOCc1ccccc1.